Task: Predict the reactants needed to synthesize the given product.. Dataset: Full USPTO retrosynthesis dataset with 1.9M reactions from patents (1976-2016) (1) Given the product [N:1]1[N:5]2[C@@H:6]3[CH2:12][NH:11][CH2:10][C@H:7]3[O:8][CH2:9][C:4]2=[CH:3][N:2]=1, predict the reactants needed to synthesize it. The reactants are: [N:1]1[N:5]2[C@@H:6]3[CH2:12][N:11](C(OCC4C=CC=CC=4)=O)[CH2:10][C@H:7]3[O:8][CH2:9][C:4]2=[CH:3][N:2]=1. (2) Given the product [F:19][C:20]1[CH:21]=[CH:22][C:23]([N:26]2[C:30]([C:2]3[CH:3]=[CH:4][C:5]4[N:6]([C:8]([C:11]5[CH:18]=[CH:17][C:14]([C:15]#[N:16])=[CH:13][CH:12]=5)=[CH:9][N:10]=4)[CH:7]=3)=[CH:29][CH:28]=[N:27]2)=[CH:24][CH:25]=1, predict the reactants needed to synthesize it. The reactants are: Br[C:2]1[CH:3]=[CH:4][C:5]2[N:6]([C:8]([C:11]3[CH:18]=[CH:17][C:14]([C:15]#[N:16])=[CH:13][CH:12]=3)=[CH:9][N:10]=2)[CH:7]=1.[F:19][C:20]1[CH:25]=[CH:24][C:23]([N:26]2[C:30](B3OC(C)(C)C(C)(C)O3)=[CH:29][CH:28]=[N:27]2)=[CH:22][CH:21]=1. (3) The reactants are: [Cl:1][C:2]1[CH:10]=[CH:9][C:5]([C:6](O)=[O:7])=[CH:4][C:3]=1[NH:11][C:12]([C:14]1[C:15](=[O:26])[NH:16][C:17]2[C:22]([CH:23]=1)=[CH:21][N:20]=[C:19]([O:24][CH3:25])[CH:18]=2)=[O:13].[Cl:27][C:28]1[CH:29]=[C:30]([CH:33]=[CH:34][CH:35]=1)[CH2:31][NH2:32]. Given the product [Cl:1][C:2]1[CH:10]=[CH:9][C:5]([C:6](=[O:7])[NH:32][CH2:31][C:30]2[CH:33]=[CH:34][CH:35]=[C:28]([Cl:27])[CH:29]=2)=[CH:4][C:3]=1[NH:11][C:12]([C:14]1[C:15](=[O:26])[NH:16][C:17]2[C:22]([CH:23]=1)=[CH:21][N:20]=[C:19]([O:24][CH3:25])[CH:18]=2)=[O:13], predict the reactants needed to synthesize it. (4) Given the product [Cl:13][CH2:12][C:4]1[N:3]=[C:2]([NH:14][C:15]2[CH:20]=[CH:19][CH:18]=[CH:17][CH:16]=2)[C:11]2[C:6](=[CH:7][CH:8]=[CH:9][CH:10]=2)[N:5]=1, predict the reactants needed to synthesize it. The reactants are: Cl[C:2]1[C:11]2[C:6](=[CH:7][CH:8]=[CH:9][CH:10]=2)[N:5]=[C:4]([CH2:12][Cl:13])[N:3]=1.[NH2:14][C:15]1[CH:20]=[CH:19][CH:18]=[CH:17][CH:16]=1.C(N(C(C)C)CC)(C)C. (5) Given the product [Cl:46][C:45]([Cl:48])([Cl:47])[C:49](=[NH:50])[O:64][C@H:11]1[O:12][C@H:13]([CH2:34][O:35][C:36](=[O:43])[C:37]2[CH:42]=[CH:41][CH:40]=[CH:39][CH:38]=2)[C@@H:14]([O:25][C:26](=[O:33])[C:27]2[CH:32]=[CH:31][CH:30]=[CH:29][CH:28]=2)[C@H:15]([O:16][C:17](=[O:24])[C:18]2[CH:23]=[CH:22][CH:21]=[CH:20][CH:19]=2)[C@H:10]1[O:9][C:1](=[O:8])[C:2]1[CH:7]=[CH:6][CH:5]=[CH:4][CH:3]=1, predict the reactants needed to synthesize it. The reactants are: [C:1]([O:9][C@@H:10]1[C@@H:15]([O:16][C:17](=[O:24])[C:18]2[CH:23]=[CH:22][CH:21]=[CH:20][CH:19]=2)[C@H:14]([O:25][C:26](=[O:33])[C:27]2[CH:32]=[CH:31][CH:30]=[CH:29][CH:28]=2)[C@@H:13]([CH2:34][O:35][C:36](=[O:43])[C:37]2[CH:42]=[CH:41][CH:40]=[CH:39][CH:38]=2)[O:12][C@@H:11]1Br)(=[O:8])[C:2]1[CH:7]=[CH:6][CH:5]=[CH:4][CH:3]=1.[C:45]([C:49]#[N:50])([Cl:48])([Cl:47])[Cl:46].N12CCCN=C1CCCCC2.CC(C)=[O:64].O. (6) Given the product [CH2:18]([O:17][C:13]1[CH:12]=[C:11]([CH:6]2[CH2:7][NH:8][C:4](=[O:3])[CH2:5]2)[CH:16]=[CH:15][CH:14]=1)[C:19]1[CH:24]=[CH:23][CH:22]=[CH:21][CH:20]=1, predict the reactants needed to synthesize it. The reactants are: C([O:3][C:4](=O)[CH2:5][CH:6]([C:11]1[CH:16]=[CH:15][CH:14]=[C:13]([O:17][CH2:18][C:19]2[CH:24]=[CH:23][CH:22]=[CH:21][CH:20]=2)[CH:12]=1)[CH2:7][N+:8]([O-])=O)C.